From a dataset of Full USPTO retrosynthesis dataset with 1.9M reactions from patents (1976-2016). Predict the reactants needed to synthesize the given product. (1) The reactants are: [O:1]=[C:2]1[NH:11][C:10]2[N:9]=[C:8]([O:12][CH2:13][CH2:14][CH2:15][CH:16]=O)[CH:7]=[CH:6][C:5]=2[CH2:4][CH2:3]1.[CH:18]1([C:21]2[N:26]=[C:25]([N:27]3[CH2:32][CH2:31][NH:30][CH2:29][CH2:28]3)[CH:24]=[CH:23][CH:22]=2)[CH2:20][CH2:19]1.[BH-](OC(C)=O)(OC(C)=O)OC(C)=O.[Na+]. Given the product [CH:18]1([C:21]2[N:26]=[C:25]([N:27]3[CH2:32][CH2:31][N:30]([CH2:16][CH2:15][CH2:14][CH2:13][O:12][C:8]4[N:9]=[C:10]5[C:5]([CH2:4][CH2:3][C:2](=[O:1])[NH:11]5)=[CH:6][CH:7]=4)[CH2:29][CH2:28]3)[CH:24]=[CH:23][CH:22]=2)[CH2:20][CH2:19]1, predict the reactants needed to synthesize it. (2) The reactants are: [NH4+].[NH4+].[O-]S([O-])(=O)=O.[O-]S([O-])(=O)=O.[Fe+2:13].[Fe].[P:15]([OH:19])([O-:18])([O-:17])=[O:16].[K+].[K+].[OH-].[NH4+]. Given the product [P:15]([O-:19])([O-:18])([O-:17])=[O:16].[Fe+2:13].[P:15]([O-:19])([O-:18])([O-:17])=[O:16].[Fe+2:13].[Fe+2:13], predict the reactants needed to synthesize it. (3) Given the product [NH2:1][C:2]1[N:3]([CH3:27])[C:4](=[O:26])[C:5]([C:7]2[CH:12]=[CH:11][C:10]([O:13][CH:14]([F:16])[F:15])=[C:9]([CH3:17])[CH:8]=2)([C:18]2[CH:23]=[CH:22][C:21]([F:24])=[C:20]([C:29]#[C:30][CH:31]([CH3:32])[CH3:33])[CH:19]=2)[N:6]=1, predict the reactants needed to synthesize it. The reactants are: [NH2:1][C:2]1[N:3]([CH3:27])[C:4](=[O:26])[C:5]([C:18]2[CH:23]=[CH:22][C:21]([F:24])=[C:20](Br)[CH:19]=2)([C:7]2[CH:12]=[CH:11][C:10]([O:13][CH:14]([F:16])[F:15])=[C:9]([CH3:17])[CH:8]=2)[N:6]=1.N1[CH2:32][CH2:31][CH2:30][CH2:29]1.[CH:33]#CCCC.N#N. (4) Given the product [CH:1]([C:3]1[CH:4]=[C:5]2[C:9](=[CH:10][CH:11]=1)[N:8]([CH3:22])[CH:7]=[CH:6]2)=[O:2], predict the reactants needed to synthesize it. The reactants are: [CH:1]([C:3]1[CH:4]=[C:5]2[C:9](=[CH:10][CH:11]=1)[NH:8][C:7](C(N)=O)=[C:6]2SC1C=CC=CC=1)=[O:2].[CH3:22]I.